This data is from Retrosynthesis with 50K atom-mapped reactions and 10 reaction types from USPTO. The task is: Predict the reactants needed to synthesize the given product. (1) Given the product CCOC(CNC(=O)OCc1ccccc1)OCC, predict the reactants needed to synthesize it. The reactants are: CCOC(CN)OCC.O=C(Cl)OCc1ccccc1. (2) Given the product CC(C)(C)OC(=O)N1CCCc2onc(O)c2C1, predict the reactants needed to synthesize it. The reactants are: CC(C)(C)OC(=O)OC(=O)OC(C)(C)C.Oc1noc2c1CNCCC2.